From a dataset of Full USPTO retrosynthesis dataset with 1.9M reactions from patents (1976-2016). Predict the reactants needed to synthesize the given product. Given the product [Cl:1][C:2]1[C:7]([F:8])=[CH:6][CH:5]=[C:4]([Cl:9])[C:3]=1[C@@H:10]([CH3:11])[O:12][C:13]1[C:14]([NH2:19])=[N:15][CH:16]=[CH:17][CH:18]=1, predict the reactants needed to synthesize it. The reactants are: [Cl:1][C:2]1[C:7]([F:8])=[CH:6][CH:5]=[C:4]([Cl:9])[C:3]=1[C@H:10]([O:12][C:13]1[C:14]([N+:19]([O-])=O)=[N:15][CH:16]=[CH:17][CH:18]=1)[CH3:11].